From a dataset of Full USPTO retrosynthesis dataset with 1.9M reactions from patents (1976-2016). Predict the reactants needed to synthesize the given product. (1) Given the product [OH:15][CH2:16][C@H:14]1[CH2:13][C@@:9]1([C:4]1[CH:5]=[CH:6][CH:7]=[CH:8][N:3]=1)[C:10]#[N:11], predict the reactants needed to synthesize it. The reactants are: [NH2-].[Na+].[N:3]1[CH:8]=[CH:7][CH:6]=[CH:5][C:4]=1[CH2:9][C:10]#[N:11].Cl[CH2:13][C@@H:14]1[CH2:16][O:15]1.[Cl-].[NH4+]. (2) The reactants are: [C:1]([O:5][C:6](=[O:29])[CH2:7][CH2:8][CH2:9][CH2:10][CH2:11][O:12][C:13]1[CH:14]=[C:15]([C:19]2[N:24]=[C:23]([C:25]([O:27]C)=[O:26])[CH:22]=[CH:21][CH:20]=2)[CH:16]=[CH:17][CH:18]=1)([CH3:4])([CH3:3])[CH3:2].[OH-].[Na+]. Given the product [C:1]([O:5][C:6](=[O:29])[CH2:7][CH2:8][CH2:9][CH2:10][CH2:11][O:12][C:13]1[CH:14]=[C:15]([C:19]2[N:24]=[C:23]([C:25]([OH:27])=[O:26])[CH:22]=[CH:21][CH:20]=2)[CH:16]=[CH:17][CH:18]=1)([CH3:4])([CH3:2])[CH3:3], predict the reactants needed to synthesize it. (3) Given the product [Cl:22][C:8]1[C:7]([O:23][CH3:24])=[CH:6][CH:5]=[C:4]2[C:9]=1[N:10]=[C:11]([C:13]1[S:14][CH:15]=[C:16]([C:18]([F:21])([F:20])[F:19])[N:17]=1)[CH:2]=[C:1]2[OH:3], predict the reactants needed to synthesize it. The reactants are: [C:1]([C:4]1[C:9]([NH:10][C:11]([C:13]2[S:14][CH:15]=[C:16]([C:18]([F:21])([F:20])[F:19])[N:17]=2)=O)=[C:8]([Cl:22])[C:7]([O:23][CH3:24])=[CH:6][CH:5]=1)(=[O:3])[CH3:2].[OH-].[K+]. (4) Given the product [Cl:24][C:6]1[CH:7]=[C:8]([CH:22]=[CH:23][C:5]=1[O:4][C:3]1[CH:25]=[CH:26][CH:27]=[CH:28][C:2]=1[C:32]1[CH:33]=[CH:34][N:29]=[CH:30][CH:31]=1)[C:9]([NH:11][CH2:12][C:13]1[C:14]([OH:21])=[N:15][C:16]([CH3:20])=[CH:17][C:18]=1[CH3:19])=[O:10], predict the reactants needed to synthesize it. The reactants are: Br[C:2]1[CH:28]=[CH:27][CH:26]=[CH:25][C:3]=1[O:4][C:5]1[CH:23]=[CH:22][C:8]([C:9]([NH:11][CH2:12][C:13]2[C:14]([OH:21])=[N:15][C:16]([CH3:20])=[CH:17][C:18]=2[CH3:19])=[O:10])=[CH:7][C:6]=1[Cl:24].[N:29]1[CH:34]=[CH:33][C:32](B(O)O)=[CH:31][CH:30]=1.C(=O)([O-])[O-].[Na+].[Na+].O1CCOCC1. (5) Given the product [Br:1][C:2]1[CH:6]=[N:5][N:4]([CH3:7])[C:3]=1[NH:8][C:9]1[CH:10]=[C:11]([C:22]2[CH:21]=[CH:20][C:19]([O:18][C:17]([F:16])([F:28])[F:29])=[CH:24][CH:23]=2)[CH:12]=[CH:13][CH:14]=1, predict the reactants needed to synthesize it. The reactants are: [Br:1][C:2]1[CH:6]=[N:5][N:4]([CH3:7])[C:3]=1[NH:8][C:9]1[CH:14]=[CH:13][CH:12]=[C:11](I)[CH:10]=1.[F:16][C:17]([F:29])([F:28])[O:18][C:19]1[CH:24]=[CH:23][C:22](B(O)O)=[CH:21][CH:20]=1.C(=O)([O-])[O-].[Cs+].[Cs+].COCCOC. (6) Given the product [N:30]1([CH:11]2[CH2:12][CH2:13][CH2:14][NH:9][CH2:10]2)[CH2:35][CH2:34][NH:33][CH2:32][CH2:31]1, predict the reactants needed to synthesize it. The reactants are: Cl.C([N:9]1[CH2:14][CH2:13][CH2:12][C:11](=O)[CH2:10]1)C1C=CC=CC=1.C(N(CC)CC)C.C(OC([N:30]1[CH2:35][CH2:34][NH:33][CH2:32][CH2:31]1)=O)(C)(C)C.C(O[BH-](OC(=O)C)OC(=O)C)(=O)C.[Na+].